This data is from Peptide-MHC class I binding affinity with 185,985 pairs from IEDB/IMGT. The task is: Regression. Given a peptide amino acid sequence and an MHC pseudo amino acid sequence, predict their binding affinity value. This is MHC class I binding data. The peptide sequence is FQPQNGQF. The MHC is Mamu-A01 with pseudo-sequence Mamu-A01. The binding affinity (normalized) is 0.149.